From a dataset of Forward reaction prediction with 1.9M reactions from USPTO patents (1976-2016). Predict the product of the given reaction. (1) The product is: [I:1][C:2]1[CH:3]=[C:4]([NH:5][C:14]2[C:15]3[CH:20]=[C:19]([C:21]4[CH2:22][CH2:23][N:24]([C:27]([O:29][C:30]([CH3:33])([CH3:32])[CH3:31])=[O:28])[CH2:25][CH:26]=4)[NH:18][C:16]=3[N:17]=[CH:12][N:13]=2)[CH:6]=[CH:7][C:8]=1[O:9][CH3:10]. Given the reactants [I:1][C:2]1[CH:3]=[C:4]([CH:6]=[CH:7][C:8]=1[O:9][CH3:10])[NH2:5].Cl[C:12]1[N:13]=[CH:14][C:15]2[CH:20]=[C:19]([C:21]3[CH2:22][CH2:23][N:24]([C:27]([O:29][C:30]([CH3:33])([CH3:32])[CH3:31])=[O:28])[CH2:25][CH:26]=3)[NH:18][C:16]=2[N:17]=1, predict the reaction product. (2) Given the reactants Cl.[C:2]1([C:8]2[C:17]([CH2:18][N:19]3[CH2:24][CH2:23][CH:22]([C:25]4[CH:30]=[CH:29][CH:28]=[CH:27][CH:26]=4)[CH2:21][CH2:20]3)=[C:16]([C:31]([OH:33])=O)[C:15]3[C:10](=[CH:11][CH:12]=[CH:13][CH:14]=3)[N:9]=2)[CH:7]=[CH:6][CH:5]=[CH:4][CH:3]=1.C(N(CC)CC)C.[C:41]1([C@@H:47]([NH2:50])[CH2:48][CH3:49])[CH:46]=[CH:45][CH:44]=[CH:43][CH:42]=1, predict the reaction product. The product is: [C:41]1([C@@H:47]([NH:50][C:31]([C:16]2[C:15]3[C:10](=[CH:11][CH:12]=[CH:13][CH:14]=3)[N:9]=[C:8]([C:2]3[CH:7]=[CH:6][CH:5]=[CH:4][CH:3]=3)[C:17]=2[CH2:18][N:19]2[CH2:20][CH2:21][CH:22]([C:25]3[CH:30]=[CH:29][CH:28]=[CH:27][CH:26]=3)[CH2:23][CH2:24]2)=[O:33])[CH2:48][CH3:49])[CH:46]=[CH:45][CH:44]=[CH:43][CH:42]=1. (3) Given the reactants [Br:1][C:2]1[CH:7]=[CH:6][C:5]([CH2:8][OH:9])=[C:4]([CH3:10])[CH:3]=1.FC1C=C(C2ON=C(C3SC(CN4CC(C(OC)=O)C4)=CC=3C)N=2)C=CC=1OC1C=CC=CC=1, predict the reaction product. The product is: [Br:1][C:2]1[CH:7]=[CH:6][C:5]([CH:8]=[O:9])=[C:4]([CH3:10])[CH:3]=1. (4) Given the reactants [CH2:1]([O:5][C:6]1[N:14]=[C:13]2[C:9]([N:10]=[C:11]([O:22]C)[N:12]2[CH2:15][CH:16]2[CH2:21][CH2:20][NH:19][CH2:18][CH2:17]2)=[C:8]([NH2:24])[N:7]=1)[CH2:2][CH2:3][CH3:4].I[CH2:26][CH2:27][CH2:28][CH3:29], predict the reaction product. The product is: [NH2:24][C:8]1[N:7]=[C:6]([O:5][CH2:1][CH2:2][CH2:3][CH3:4])[N:14]=[C:13]2[C:9]=1[NH:10][C:11](=[O:22])[N:12]2[CH2:15][CH:16]1[CH2:21][CH2:20][N:19]([CH2:26][CH2:27][CH2:28][CH3:29])[CH2:18][CH2:17]1. (5) Given the reactants [C:1]([C:5]1[CH:6]=[C:7]([N:15]2[CH2:20][CH2:19][N:18]([CH2:21][CH2:22][CH2:23][CH2:24][NH2:25])[CH2:17][CH2:16]2)[CH:8]=[C:9]([C:11]([CH3:14])([CH3:13])[CH3:12])[CH:10]=1)([CH3:4])([CH3:3])[CH3:2].C1N=CN([C:31]([N:33]2[CH:37]=N[CH:35]=[CH:34]2)=[O:32])C=1.C1[C:43]2[NH:44][C:45]3[C:50]([C:42]=2CCN1)=[CH:49][CH:48]=[CH:47][CH:46]=3, predict the reaction product. The product is: [C:11]([C:9]1[CH:8]=[C:7]([N:15]2[CH2:20][CH2:19][N:18]([CH2:21][CH2:22][CH2:23][CH2:24][NH:25][C:31]([N:33]3[CH2:34][CH2:35][C:43]4[NH:44][C:45]5[CH:46]=[CH:47][CH:48]=[CH:49][C:50]=5[C:42]=4[CH2:37]3)=[O:32])[CH2:17][CH2:16]2)[CH:6]=[C:5]([C:1]([CH3:2])([CH3:3])[CH3:4])[CH:10]=1)([CH3:14])([CH3:13])[CH3:12]. (6) Given the reactants [Br:1][C:2]1[CH:9]=[C:8]([F:10])[C:5]([C:6]#[N:7])=[C:4](F)[CH:3]=1.CCN(C(C)C)C(C)C.[NH2:21][CH:22]1[CH2:27][CH2:26][CH:25]([OH:28])[CH2:24][CH2:23]1.O, predict the reaction product. The product is: [Br:1][C:2]1[CH:3]=[C:4]([NH:21][CH:22]2[CH2:27][CH2:26][CH:25]([OH:28])[CH2:24][CH2:23]2)[C:5]([C:6]#[N:7])=[C:8]([F:10])[CH:9]=1. (7) Given the reactants [CH2:1]([N:3]1[C:15]2[CH:14]=[CH:13][C:12]([NH2:16])=[CH:11][C:10]=2[C:9]2[C:4]1=[CH:5][CH:6]=[CH:7][CH:8]=2)[CH3:2].[C:17]([C:19]1[CH:24]=[CH:23][CH:22]=[CH:21][C:20]=1[NH:25][C:26](=[O:34])[CH2:27][CH:28]([CH3:33])[CH2:29][C:30](O)=[O:31])#[N:18].C1C=CC2N(O)N=NC=2C=1.CCN=C=NCCCN(C)C.C(=O)([O-])O.[Na+], predict the reaction product. The product is: [C:17]([C:19]1[CH:24]=[CH:23][CH:22]=[CH:21][C:20]=1[NH:25][C:26](=[O:34])[CH2:27][CH:28]([CH3:33])[CH2:29][C:30]([NH:16][C:12]1[CH:13]=[CH:14][C:15]2[N:3]([CH2:1][CH3:2])[C:4]3[C:9]([C:10]=2[CH:11]=1)=[CH:8][CH:7]=[CH:6][CH:5]=3)=[O:31])#[N:18]. (8) Given the reactants [Cl:1][C:2]1[CH:3]=[N:4][CH:5]=[C:6]([Cl:20])[C:7]=1[S:8][C:9]1[S:13][C:12]([C:14]([OH:16])=O)=[CH:11][C:10]=1[N+:17]([O-:19])=[O:18].[CH3:21][N:22]1[CH2:26][CH2:25][CH:24]([NH2:27])[CH2:23]1, predict the reaction product. The product is: [Cl:20][C:6]1[CH:5]=[N:4][CH:3]=[C:2]([Cl:1])[C:7]=1[S:8][C:9]1[S:13][C:12]([C:14]([NH:27][CH:24]2[CH2:25][CH2:26][N:22]([CH3:21])[CH2:23]2)=[O:16])=[CH:11][C:10]=1[N+:17]([O-:19])=[O:18]. (9) Given the reactants Cl[C:2]1[N:10]=[C:9]([C:11]#N)[N:8]=[C:7]2[C:3]=1[N:4]([CH2:20][C:21]1[CH:26]=[CH:25][C:24]([C:27]([F:30])([F:29])[F:28])=[CH:23][CH:22]=1)[C:5]([C:13]1[CH:18]=[CH:17][CH:16]=[C:15]([CH3:19])[CH:14]=1)=[N:6]2.[CH2:31]([CH:33]1[CH2:37][CH2:36][NH:35][CH2:34]1)[CH3:32].CCN(C(C)C)C(C)C.[OH-:47].[Na+].Cl.[OH2:50], predict the reaction product. The product is: [CH2:31]([CH:33]1[CH2:37][CH2:36][N:35]([C:2]2[N:10]=[C:9]([C:11]([OH:50])=[O:47])[N:8]=[C:7]3[C:3]=2[N:4]([CH2:20][C:21]2[CH:22]=[CH:23][C:24]([C:27]([F:30])([F:28])[F:29])=[CH:25][CH:26]=2)[C:5]([C:13]2[CH:18]=[CH:17][CH:16]=[C:15]([CH3:19])[CH:14]=2)=[N:6]3)[CH2:34]1)[CH3:32].